This data is from Choline transporter screen with 302,306 compounds. The task is: Binary Classification. Given a drug SMILES string, predict its activity (active/inactive) in a high-throughput screening assay against a specified biological target. (1) The drug is s1c(CC(NC(=O)c2cc(OC)c(OC)c(OC)c2)C)ccc1. The result is 0 (inactive). (2) The molecule is O=C1NCCN(C1CC(OC)=O)C(=O)c1c(OC)cc(OC)c(OC)c1. The result is 0 (inactive). (3) The drug is s1c(C(=O)N2C(CCC2)C(=O)NCCN2C(=O)C(/SC2=O)=C/c2ccc(OC(F)F)cc2)ccc1. The result is 0 (inactive). (4) The compound is S(c1n(c(=O)c2c(n1)cccc2)CC=C)Cc1[nH]c2c(c(=O)n1)cccc2. The result is 0 (inactive).